From a dataset of Full USPTO retrosynthesis dataset with 1.9M reactions from patents (1976-2016). Predict the reactants needed to synthesize the given product. Given the product [C:26]([O:32][CH2:33][N:10]1[C:5]2[C:6](=[N:7][C:2]([Br:1])=[CH:3][N:4]=2)[C:8]([C:11](=[O:12])[NH:13][C:14]([CH3:25])([CH3:24])[CH2:15][O:16][Si:17]([C:20]([CH3:23])([CH3:22])[CH3:21])([CH3:18])[CH3:19])=[CH:9]1)(=[O:31])[C:27]([CH3:30])([CH3:29])[CH3:28], predict the reactants needed to synthesize it. The reactants are: [Br:1][C:2]1[N:7]=[C:6]2[C:8]([C:11]([NH:13][C:14]([CH3:25])([CH3:24])[CH2:15][O:16][Si:17]([C:20]([CH3:23])([CH3:22])[CH3:21])([CH3:19])[CH3:18])=[O:12])=[CH:9][NH:10][C:5]2=[N:4][CH:3]=1.[C:26]([O:32][CH2:33]Cl)(=[O:31])[C:27]([CH3:30])([CH3:29])[CH3:28].C([O-])([O-])=O.[K+].[K+].O.